Task: Predict the reactants needed to synthesize the given product.. Dataset: Full USPTO retrosynthesis dataset with 1.9M reactions from patents (1976-2016) (1) Given the product [CH3:43][C:42]1[N:38]([C:29]2[CH:30]=[C:31]([C:34]([F:37])([F:35])[F:36])[CH:32]=[CH:33][C:28]=2[C:9]2[CH:18]=[CH:17][CH:16]=[C:15]3[C:10]=2[CH2:11][CH2:12][N:13]([C:19]([O:21][C:22]([CH3:23])([CH3:24])[CH3:25])=[O:20])[CH2:14]3)[CH:39]=[N:40][CH:41]=1, predict the reactants needed to synthesize it. The reactants are: CC1(C)C(C)(C)OB([C:9]2[CH:18]=[CH:17][CH:16]=[C:15]3[C:10]=2[CH2:11][CH2:12][N:13]([C:19]([O:21][C:22]([CH3:25])([CH3:24])[CH3:23])=[O:20])[CH2:14]3)O1.Br[C:28]1[CH:33]=[CH:32][C:31]([C:34]([F:37])([F:36])[F:35])=[CH:30][C:29]=1[N:38]1[C:42]([CH3:43])=[CH:41][N:40]=[CH:39]1.P([O-])([O-])([O-])=O.[K+].[K+].[K+]. (2) Given the product [Cl:29][C:6]1[CH:5]=[N:4][CH:3]=[C:2]([Cl:1])[C:7]=1[NH+:8]([O-:38])[C:9]([C:11]1[C:19]2[C:18]3[CH:20]=[CH:21][CH:22]=[CH:23][C:17]=3[O:16][C:15]=2[C:14]([O:24][CH2:25][CH:26]2[CH2:27][CH2:28]2)=[CH:13][CH:12]=1)=[O:10], predict the reactants needed to synthesize it. The reactants are: [Cl:1][C:2]1[CH:3]=[N:4][CH:5]=[C:6]([Cl:29])[C:7]=1[NH:8][C:9]([C:11]1[C:19]2[C:18]3[CH:20]=[CH:21][CH:22]=[CH:23][C:17]=3[O:16][C:15]=2[C:14]([O:24][CH2:25][CH:26]2[CH2:28][CH2:27]2)=[CH:13][CH:12]=1)=[O:10].ClC1C=CC=C(C(OO)=[O:38])C=1. (3) Given the product [F:15][C:7]1[CH:6]=[C:5]([C:3]2[N:23]=[C:21]([CH2:20][C:18]([OH:19])=[O:17])[O:22][CH:2]=2)[CH:10]=[C:9]([C:11]([F:14])([F:13])[F:12])[CH:8]=1, predict the reactants needed to synthesize it. The reactants are: Br[CH2:2][C:3]([C:5]1[CH:10]=[C:9]([C:11]([F:14])([F:13])[F:12])[CH:8]=[C:7]([F:15])[CH:6]=1)=O.C[O:17][C:18]([CH2:20][C:21]([NH2:23])=[O:22])=[O:19]. (4) Given the product [C:22]1([CH:7]2[N:8]([S:12]([C:15]3[CH:16]=[CH:17][C:18]([CH3:21])=[CH:19][CH:20]=3)(=[O:14])=[O:13])[CH2:9][CH:10]3[C:6]2([C:4]([OH:5])=[O:3])[CH2:11]3)[CH:27]=[CH:26][CH:25]=[CH:24][CH:23]=1, predict the reactants needed to synthesize it. The reactants are: C([O:3][C:4]([C:6]12[CH2:11][CH:10]1[CH2:9][N:8]([S:12]([C:15]1[CH:20]=[CH:19][C:18]([CH3:21])=[CH:17][CH:16]=1)(=[O:14])=[O:13])[CH:7]2[C:22]1[CH:27]=[CH:26][CH:25]=[CH:24][CH:23]=1)=[O:5])C.C. (5) Given the product [CH2:34]([NH:36][C:37]([NH:1][C:2]1[S:3][C:4]2[C:32](=[O:33])[CH2:31][CH2:30][CH2:29][C:5]=2[C:6]=1[C:7]([N:9]1[CH2:14][CH2:13][CH:12]([N:15]2[CH2:28][CH2:27][CH2:26][C:17]3([S:21][C:20](=[O:22])[N:19]([CH2:23][CH3:24])[C:18]3=[O:25])[CH2:16]2)[CH2:11][CH2:10]1)=[O:8])=[O:38])[CH3:35], predict the reactants needed to synthesize it. The reactants are: [NH2:1][C:2]1[S:3][C:4]2[C:32](=[O:33])[CH2:31][CH2:30][CH2:29][C:5]=2[C:6]=1[C:7]([N:9]1[CH2:14][CH2:13][CH:12]([N:15]2[CH2:28][CH2:27][CH2:26][C:17]3([S:21][C:20](=[O:22])[N:19]([CH2:23][CH3:24])[C:18]3=[O:25])[CH2:16]2)[CH2:11][CH2:10]1)=[O:8].[CH2:34]([N:36]=[C:37]=[O:38])[CH3:35].C(OC(C)C)(C)C. (6) The reactants are: Br[C:2]1[CH:7]=[CH:6][C:5]([C:8]([CH:10]2[CH2:12][CH2:11]2)=[O:9])=[CH:4][CH:3]=1.C1(P(C2C=CC=CC=2)C2C=CC=CC=2)C=CC=CC=1.[C:32]([O:36][CH3:37])(=[O:35])[CH:33]=[CH2:34].C(N(CC)CC)C. Given the product [CH3:37][O:36][C:32](=[O:35])/[CH:33]=[CH:34]/[C:2]1[CH:7]=[CH:6][C:5]([C:8]([CH:10]2[CH2:12][CH2:11]2)=[O:9])=[CH:4][CH:3]=1, predict the reactants needed to synthesize it. (7) Given the product [C:78]([C:81]1[C:89]2[C:84](=[C:85]([CH2:90][CH3:91])[CH:86]=[CH:87][CH:88]=2)[N:83]([CH2:13][C:12]([NH:11][C@H:10]([C:28]2[C:33]([C:34]3[CH:35]=[CH:36][C:37]([F:43])=[C:38]([CH:42]=3)[C:39]([NH2:41])=[O:40])=[CH:32][CH:31]=[CH:30][N:29]=2)[CH2:9][C:4]2[CH:5]=[C:6]([F:8])[CH:7]=[C:2]([F:1])[CH:3]=2)=[O:27])[CH:82]=1)(=[O:80])[CH3:79], predict the reactants needed to synthesize it. The reactants are: [F:1][C:2]1[CH:3]=[C:4]([CH2:9][C@@H:10]([C:28]2[C:33]([C:34]3[CH:35]=[CH:36][C:37]([F:43])=[C:38]([CH:42]=3)[C:39]([NH2:41])=[O:40])=[CH:32][CH:31]=[CH:30][N:29]=2)[NH:11][C:12](=[O:27])[CH2:13]C2C3C(=CC=C(C(F)(F)F)C=3)NC=2)[CH:5]=[C:6]([F:8])[CH:7]=1.FC(F)(F)C(O)=O.N[C@H](C1C(C2C=CC(F)=C(C=2)C(N)=O)=CC=CN=1)CC1C=C(F)C=C(F)C=1.[C:78]([C:81]1[C:89]2[C:84](=[C:85]([CH2:90][CH3:91])[CH:86]=[CH:87][CH:88]=2)[N:83](CC(O)=O)[CH:82]=1)(=[O:80])[CH3:79]. (8) Given the product [C:15]([C:10]1[C:11](=[O:14])[N:12]([CH2:25][CH2:26][C:27]2[CH:32]=[CH:31][C:30]([Cl:33])=[CH:29][CH:28]=2)[N:13]=[C:8]([C:5]2[CH:6]=[CH:7][C:2]([F:1])=[C:3]([CH3:19])[CH:4]=2)[CH:9]=1)([OH:17])=[O:16], predict the reactants needed to synthesize it. The reactants are: [F:1][C:2]1[CH:7]=[CH:6][C:5]([C:8]2[CH:9]=[C:10]([C:15]([O:17]C)=[O:16])[C:11](=[O:14])[NH:12][N:13]=2)=[CH:4][C:3]=1[CH3:19].CS(O[CH2:25][CH2:26][C:27]1[CH:32]=[CH:31][C:30]([Cl:33])=[CH:29][CH:28]=1)(=O)=O.